Task: Predict the product of the given reaction.. Dataset: Forward reaction prediction with 1.9M reactions from USPTO patents (1976-2016) (1) The product is: [CH2:9]([S:8][C:5]1[CH:6]=[CH:7][C:2]([Mg:11][Br:12])=[CH:3][CH:4]=1)[CH3:10]. Given the reactants Br[C:2]1[CH:7]=[CH:6][C:5]([S:8][CH2:9][CH3:10])=[CH:4][CH:3]=1.[Mg:11].[Br:12]CCBr, predict the reaction product. (2) Given the reactants CC1C=CC(S(O[CH2:12][CH:13]2[O:18][C:17]3[CH:19]=[C:20]([S:24]([CH3:27])(=[O:26])=[O:25])[CH:21]=[C:22]([F:23])[C:16]=3[O:15][CH2:14]2)(=O)=O)=CC=1.[CH3:28][NH2:29], predict the reaction product. The product is: [F:23][C:22]1[C:16]2[O:15][CH2:14][CH:13]([CH2:12][NH:29][CH3:28])[O:18][C:17]=2[CH:19]=[C:20]([S:24]([CH3:27])(=[O:26])=[O:25])[CH:21]=1. (3) The product is: [CH3:11][O:12][CH2:13][CH2:14][NH:15][C:2]1[CH:7]=[N:6][C:5]([N+:8]([O-:10])=[O:9])=[CH:4][N:3]=1. Given the reactants Br[C:2]1[CH:7]=[N:6][C:5]([N+:8]([O-:10])=[O:9])=[CH:4][N:3]=1.[CH3:11][O:12][CH2:13][CH2:14][NH2:15], predict the reaction product. (4) Given the reactants O[NH:2][C:3]([C:5]1[CH:14]=[CH:13][C:12]2[C:7](=[CH:8][CH:9]=[CH:10][CH:11]=2)[N:6]=1)=[NH:4].C1N=CN([C:20](N2C=NC=C2)=[S:21])C=1.O.B(F)(F)F.CC[O:34]CC, predict the reaction product. The product is: [N:6]1[C:7]2[C:12](=[CH:11][CH:10]=[CH:9][CH:8]=2)[CH:13]=[CH:14][C:5]=1[C:3]1[NH:2][C:20](=[O:34])[S:21][N:4]=1.